Dataset: Reaction yield outcomes from USPTO patents with 853,638 reactions. Task: Predict the reaction yield, written as a fraction of the theoretical maximum amount of product (1.0 means a 100% yield; for example, 0.34 means a 34% yield). (1) The reactants are [C:1](Cl)(=[O:4])[CH2:2][CH3:3].[Cl-].[Al+3].[Cl-].[Cl-].[CH:10]1[C:19]2[C:14](=[CH:15][CH:16]=C[CH:18]=2)[CH:13]=[CH:12][CH:11]=1.Cl[CH2:21]CCl. No catalyst specified. The product is [CH:18]1[C:19]2[C:14](=[CH:13][CH:12]=[CH:11][CH:10]=2)[CH:15]=[CH:16][C:3]=1[CH2:2][C:1](=[O:4])[CH3:21]. The yield is 0.980. (2) The reactants are [CH3:1][NH:2][C:3]1[CH:8]=[CH:7][C:6]([N+:9]([O-:11])=[O:10])=[CH:5][CH:4]=1.[C:12]([OH:16])(=[O:15])[CH:13]=[CH2:14].S(=O)(=O)(O)O. The catalyst is O. The product is [CH3:1][N:2]([C:3]1[CH:4]=[CH:5][C:6]([N+:9]([O-:11])=[O:10])=[CH:7][CH:8]=1)[CH2:14][CH2:13][C:12]([OH:16])=[O:15]. The yield is 0.910. (3) The reactants are [C:1]([C:5]1[CH:9]=[C:8]([NH:10][C:11](=[O:19])OC2C=CC=CC=2)[N:7]([CH:20]2[CH2:25][CH2:24][CH2:23][CH2:22][CH2:21]2)[N:6]=1)([CH3:4])([CH3:3])[CH3:2].C(N(CC)C(C)C)(C)C.[CH3:35][O:36][C:37]1[CH:38]=[C:39]2[C:44](=[CH:45][C:46]=1[O:47][CH3:48])[N:43]=[CH:42][N:41]=[C:40]2[O:49][C:50]1[CH:51]=[C:52]([CH:54]=[CH:55][CH:56]=1)[NH2:53]. The catalyst is C1COCC1. The product is [C:1]([C:5]1[CH:9]=[C:8]([NH:10][C:11]([NH:53][C:52]2[CH:54]=[CH:55][CH:56]=[C:50]([O:49][C:40]3[C:39]4[C:44](=[CH:45][C:46]([O:47][CH3:48])=[C:37]([O:36][CH3:35])[CH:38]=4)[N:43]=[CH:42][N:41]=3)[CH:51]=2)=[O:19])[N:7]([CH:20]2[CH2:21][CH2:22][CH2:23][CH2:24][CH2:25]2)[N:6]=1)([CH3:3])([CH3:2])[CH3:4]. The yield is 0.100. (4) The reactants are [C:1]([O:5][C:6](=[O:27])[C@H:7]([CH2:19][C:20]1[CH:25]=[CH:24][C:23]([OH:26])=[CH:22][CH:21]=1)[NH:8][C:9]1[C:13](OCC)=[N:12][S:11](=[O:18])(=[O:17])[N:10]=1)([CH3:4])([CH3:3])[CH3:2].C([O-])=O.[CH3:31][C:32]1[CH:33]=[C:34]([NH:38][C:39]([NH:41][CH2:42][CH2:43][NH2:44])=[O:40])[CH:35]=[CH:36][CH:37]=1.C(N(CC)CC)C. The catalyst is C(O)C. The product is [C:1]([O:5][C:6](=[O:27])[C@H:7]([CH2:19][C:20]1[CH:25]=[CH:24][C:23]([OH:26])=[CH:22][CH:21]=1)[NH:8][C:9]1[C:13]([NH:44][CH2:43][CH2:42][NH:41][C:39]([NH:38][C:34]2[CH:35]=[CH:36][CH:37]=[C:32]([CH3:31])[CH:33]=2)=[O:40])=[N:12][S:11](=[O:17])(=[O:18])[N:10]=1)([CH3:3])([CH3:4])[CH3:2]. The yield is 0.910. (5) The reactants are [Br:1][C:2]1[CH:3]=[C:4]2[C:8](=[CH:9][CH:10]=1)[NH:7][C:6](=[O:11])[CH2:5]2.[CH2:12]([N:14]([CH2:29][CH3:30])[CH2:15][CH2:16][NH:17][C:18]([C:20]1[C:24]([CH3:25])=[C:23]([CH:26]=O)[NH:22][C:21]=1[CH3:28])=[O:19])[CH3:13]. No catalyst specified. The product is [CH2:29]([N:14]([CH2:12][CH3:13])[CH2:15][CH2:16][NH:17][C:18]([C:20]1[C:24]([CH3:25])=[C:23]([CH:26]=[C:5]2[C:4]3[C:8](=[CH:9][CH:10]=[C:2]([Br:1])[CH:3]=3)[NH:7][C:6]2=[O:11])[NH:22][C:21]=1[CH3:28])=[O:19])[CH3:30]. The yield is 0.260. (6) The reactants are C(OC(=O)[NH:10][CH2:11][CH2:12][CH2:13][CH2:14][CH2:15][C:16]([N:18]1[CH2:22][CH:21]([OH:23])[CH2:20][CH:19]1[CH:24]([C:43]1[CH:48]=[CH:47][CH:46]=[CH:45][CH:44]=1)[O:25][CH:26]([C:35]1[CH:40]=[CH:39][C:38]([O:41][CH3:42])=[CH:37][CH:36]=1)[C:27]1[CH:32]=[CH:31][C:30]([O:33][CH3:34])=[CH:29][CH:28]=1)=[O:17])C1C=CC=CC=1. The catalyst is C(OCC)(=O)C. The product is [NH2:10][CH2:11][CH2:12][CH2:13][CH2:14][CH2:15][C:16]([N:18]1[CH2:22][CH:21]([OH:23])[CH2:20][CH:19]1[CH:24]([C:43]1[CH:48]=[CH:47][CH:46]=[CH:45][CH:44]=1)[O:25][CH:26]([C:35]1[CH:40]=[CH:39][C:38]([O:41][CH3:42])=[CH:37][CH:36]=1)[C:27]1[CH:32]=[CH:31][C:30]([O:33][CH3:34])=[CH:29][CH:28]=1)=[O:17]. The yield is 0.910. (7) The catalyst is C(#N)C. The reactants are Cl[C:2]1(Cl)[CH2:7][O:6][CH2:5][CH2:4][O:3]1.[CH3:9][C:10]1[CH:11]=[C:12]([CH:14]=[CH:15][C:16]=1[N+:17]([O-:19])=[O:18])[NH2:13].C(=O)([O-])[O-].[Cs+].[Cs+]. The yield is 0.830. The product is [CH3:9][C:10]1[CH:11]=[C:12]([N:13]2[CH2:2][CH2:7][O:6][CH2:5][C:4]2=[O:3])[CH:14]=[CH:15][C:16]=1[N+:17]([O-:19])=[O:18]. (8) The yield is 0.700. The catalyst is O1CCCC1. The reactants are C[O:2][C:3](=[O:30])[C:4]1[CH:9]=[CH:8][C:7]([NH:10][C:11](=[O:29])[CH:12]([C:19]2[CH:24]=[CH:23][C:22]([S:25]([CH3:28])(=[O:27])=[O:26])=[CH:21][CH:20]=2)[CH2:13][CH:14]2[CH2:18][CH2:17][CH2:16][CH2:15]2)=[N:6][CH:5]=1.[OH-].[Li+]. The product is [CH:14]1([CH2:13][CH:12]([C:19]2[CH:24]=[CH:23][C:22]([S:25]([CH3:28])(=[O:27])=[O:26])=[CH:21][CH:20]=2)[C:11]([NH:10][C:7]2[CH:8]=[CH:9][C:4]([C:3]([OH:30])=[O:2])=[CH:5][N:6]=2)=[O:29])[CH2:18][CH2:17][CH2:16][CH2:15]1. (9) The reactants are O.O.Cl[Sn]Cl.[CH3:6][O:7][C:8]1[CH:13]=[CH:12][C:11]([N+:14]([O-])=O)=[CH:10][C:9]=1[C:17]1[N:21]([CH3:22])[N:20]=[C:19]([C:23]([F:26])([F:25])[F:24])[CH:18]=1. The yield is 0.970. The product is [CH3:6][O:7][C:8]1[CH:13]=[CH:12][C:11]([NH2:14])=[CH:10][C:9]=1[C:17]1[N:21]([CH3:22])[N:20]=[C:19]([C:23]([F:26])([F:24])[F:25])[CH:18]=1. The catalyst is CCO.